This data is from Reaction yield outcomes from USPTO patents with 853,638 reactions. The task is: Predict the reaction yield, written as a fraction of the theoretical maximum amount of product (1.0 means a 100% yield; for example, 0.34 means a 34% yield). (1) The reactants are [CH2:1]([C:7]([OH:9])=[O:8])[C@@H:2]([OH:6])[C:3]([OH:5])=[O:4].CO[C:12](OC)([CH3:14])[CH3:13]. The catalyst is C1(C)C=CC=CC=1. The product is [CH3:13][C:12]1([CH3:14])[O:6][C@H:2]([CH2:1][C:7]([OH:9])=[O:8])[C:3](=[O:5])[O:4]1. The yield is 0.810. (2) The reactants are C1([C:7]2O[N:10]=[C:9]([NH2:12])[N:8]=2)C=CC=CC=1.[NH2:13][C:14]1[CH:19]=[CH:18][CH:17]=[CH:16][CH:15]=1. No catalyst specified. The product is [C:14]1([N:13]2[CH:7]=[N:8][C:9]([NH2:12])=[N:10]2)[CH:19]=[CH:18][CH:17]=[CH:16][CH:15]=1. The yield is 0.870. (3) The reactants are Br[C:2]1[CH:23]=[CH:22][C:5]([C:6]([NH:8][S:9]([C:12]2[CH:17]=[CH:16][CH:15]=[CH:14][C:13]=2[S:18](=[O:21])(=[O:20])[NH2:19])(=[O:11])=[O:10])=[O:7])=[CH:4][C:3]=1[O:24][CH3:25].[CH3:26][O:27][C:28]([CH3:32])([CH3:31])[C:29]#[CH:30]. No catalyst specified. The product is [CH3:25][O:24][C:3]1[CH:4]=[C:5]([CH:22]=[CH:23][C:2]=1[C:30]#[C:29][C:28]([O:27][CH3:26])([CH3:32])[CH3:31])[C:6]([NH:8][S:9]([C:12]1[CH:17]=[CH:16][CH:15]=[CH:14][C:13]=1[S:18](=[O:21])(=[O:20])[NH2:19])(=[O:11])=[O:10])=[O:7]. The yield is 0.330. (4) The reactants are [CH3:1][C@@:2]1([CH2:13][N:14]2[CH2:19][CH2:18][N:17]([C:20]([O:22]C(C)(C)C)=[O:21])[CH2:16][CH2:15]2)[O:6][C:5]2=[N:7][C:8]([N+:10]([O-:12])=[O:11])=[CH:9][N:4]2[CH2:3]1.FC(F)(F)C(O)=O.C(N1C=CN=C1)(N1C=CN=C1)=O.[F:46][C:47]([F:57])([F:56])[C:48]1[CH:55]=[CH:54][C:51]([CH2:52]O)=[CH:50][CH:49]=1. The catalyst is CN(C=O)C.C(Cl)Cl. The product is [CH3:1][C@@:2]1([CH2:13][N:14]2[CH2:15][CH2:16][N:17]([C:20]([O:22][CH2:52][C:51]3[CH:50]=[CH:49][C:48]([C:47]([F:46])([F:56])[F:57])=[CH:55][CH:54]=3)=[O:21])[CH2:18][CH2:19]2)[O:6][C:5]2=[N:7][C:8]([N+:10]([O-:12])=[O:11])=[CH:9][N:4]2[CH2:3]1. The yield is 0.530. (5) The reactants are Cl.O.[NH2:3]N.Cl.[CH2:6]([O:8][C:9](=[O:22])[C:10](=[CH:18][N:19](C)C)[C:11](=O)[C:12]([O:14][CH2:15][CH3:16])=[O:13])[CH3:7]. The catalyst is C(O)C. The product is [CH2:15]([O:14][C:12]([C:11]1[NH:3][N:19]=[CH:18][C:10]=1[C:9]([O:8][CH2:6][CH3:7])=[O:22])=[O:13])[CH3:16]. The yield is 0.310. (6) The reactants are [CH3:1][O:2][C:3]1[CH:18]=[CH:17][C:6]([CH2:7][N:8]2[CH2:13][CH2:12][CH2:11][CH:10]([CH2:14][CH2:15][CH3:16])[CH2:9]2)=[CH:5][CH:4]=1.[H][H].C(C1C=CC(OC2[CH:35]=[CH:34][C:31]([C:32]#[N:33])=[CH:30][N:29]=2)=CC=1)=O.[BH3-]C#N.[Na+].CC(O)=[O:44].CO. The catalyst is [OH-].[OH-].[Pd+2].C(O)C. The product is [CH2:14]([CH:10]1[CH2:11][CH2:12][CH2:13][N:8]([CH2:7][C:6]2[CH:5]=[CH:4][C:3]([O:2][C:1]3[CH:35]=[CH:34][C:31]([C:32]([NH2:33])=[O:44])=[CH:30][N:29]=3)=[CH:18][CH:17]=2)[CH2:9]1)[CH2:15][CH3:16]. The yield is 0.180.